From a dataset of Experimentally validated miRNA-target interactions with 360,000+ pairs, plus equal number of negative samples. Binary Classification. Given a miRNA mature sequence and a target amino acid sequence, predict their likelihood of interaction. (1) The miRNA is rno-miR-30e-5p with sequence UGUAAACAUCCUUGACUGGAAG. The protein sequence of the target gene is MGHPPLEFSDCYLDSPDFRQRLKYYEEELERTNKFIKDVIKDGSALISAMRNYSSAVQKFSQTLQSFQFDFIGDTLTDDEINIAESFKEFAELLNEVENERMMMVQNASDLLIKPLETFRKEQIGFTKERKKKFEKDGERFYSLLDRHLHLSSKKKESQLLEADLQVDKERHNFFESSLDYVYQIQEVQESKKFNIVEPVLAFLHSLFISNSLTVELTQDFLPYKQQLQLSLQNTRNHFSSTREEMEELKKRMKEAPQTCKLPGQPTIEGYLYTQEKWALGISWAKYYCRYEKETRMLTM.... Result: 0 (no interaction). (2) Result: 0 (no interaction). The miRNA is hsa-miR-1253 with sequence AGAGAAGAAGAUCAGCCUGCA. The protein sequence of the target gene is MEENEYSGYWEPPRKRCCCARRGTQLMLVGLLSTAMWAGLLALLLLWHWETEKNLKQLGDTAIQNVSHVTKDLQKFQSNQLAQKSQVVQMSQNLQELQAEQKQMKAQDSRLSQNLTGLQEDLRNAQSQNSKLSQNLNRLQDDLVNIKSLGLNEKRTASDSLEKLQEEVAKLWIEILISKGTACNICPKNWLHFQQKCYYFGKGSKQWIQARFACSDLQGRLVSIHSQKEQDFLMQHINKKDSWIGLQDLNMEGEFVWSDGSPVGYSNWNPGEPNNGGQGEDCVMMRGSGQWNDAFCRSYL.... (3) The miRNA is hsa-miR-3913-3p with sequence AGACAUCAAGAUCAGUCCCAAA. The protein sequence of the target gene is MAASTMSVCSSDLSYGSRVCLPGSCDSCSDSWQVDDCPESCCEPPCCAPAPCLSLVCTPVSRVSSPCCPVTCEPSPCQSGCTSSCTPSCCQQSSCQLACCASSPCQQACCVPVCCKTVCCKPVCCVSVCCGDSSCCQQSSCQSACCTSSPCQQACCVPVCCKPVCSGISSSCCQQSSCVSCVSSPCCQAVCEPSPCQSGCTSSCTPSCCQQSSCQPTCCTSSPCQQACCVPVCCVPVCCVPTCSEDSSSCCQQSSCQPACCTSSPCQHACCVPVCSGASTSCCQQSSCQPACCTASCCRP.... Result: 0 (no interaction).